Dataset: Full USPTO retrosynthesis dataset with 1.9M reactions from patents (1976-2016). Task: Predict the reactants needed to synthesize the given product. (1) Given the product [C:8]12([C:3]3=[CH:2][C:1]([O:6][C:4]3=[O:5])=[O:7])[CH2:14][CH:11]([CH2:12][CH2:13]1)[CH:10]=[CH:9]2.[C:15]([O:19][C:20](=[O:23])[CH:21]=[CH2:22])([CH3:18])([CH3:17])[CH3:16].[C:24]([OH:28])(=[O:27])[CH:25]=[CH2:26].[C:29]([O:34][CH2:35][CH3:36])(=[O:33])[CH:30]([CH3:32])[OH:31], predict the reactants needed to synthesize it. The reactants are: [C:1]1(=[O:7])[O:6][C:4](=[O:5])[CH:3]=[CH:2]1.[CH:8]12[CH2:14][CH:11]([CH2:12][CH2:13]1)[CH:10]=[CH:9]2.[C:15]([O:19][C:20](=[O:23])[CH:21]=[CH2:22])([CH3:18])([CH3:17])[CH3:16].[C:24]([OH:28])(=[O:27])[CH:25]=[CH2:26].[C:29]([O:34][CH2:35][CH3:36])(=[O:33])[CH:30]([CH3:32])[OH:31]. (2) Given the product [CH3:5][O:6][C:7]1[CH:12]=[CH:11][CH:10]=[C:9]2[C:8]=1[CH2:13][CH:14]([CH3:19])[CH2:15][C:16]2=[O:17], predict the reactants needed to synthesize it. The reactants are: [Al+3].[Cl-].[Cl-].[Cl-].[CH3:5][O:6][C:7]1[CH:12]=[CH:11][CH:10]=[CH:9][C:8]=1[CH2:13][CH:14]([CH3:19])[CH2:15][C:16](Cl)=[O:17]. (3) Given the product [Br:1][C:2]1[CH:7]=[CH:6][C:5]([O:8][CH2:17][CH2:18][CH2:19][CH2:20][CH2:21][CH2:22][CH2:23][CH3:24])=[C:4]([Cl:9])[CH:3]=1, predict the reactants needed to synthesize it. The reactants are: [Br:1][C:2]1[CH:7]=[CH:6][C:5]([OH:8])=[C:4]([Cl:9])[CH:3]=1.C(=O)([O-])[O-].[K+].[K+].I[CH2:17][CH2:18][CH2:19][CH2:20][CH2:21][CH2:22][CH2:23][CH3:24]. (4) Given the product [ClH:31].[OH:1][C:2]1[CH:3]=[CH:4][C:5]([C:8]2[O:9][C:10]3[CH:26]=[CH:25][C:24]([NH2:27])=[CH:23][C:11]=3[C:12](=[O:22])[C:13]=2[O:14][CH2:15][C:16]2[CH:21]=[CH:20][CH:19]=[CH:18][CH:17]=2)=[CH:6][CH:7]=1, predict the reactants needed to synthesize it. The reactants are: [OH:1][C:2]1[CH:7]=[CH:6][C:5]([C:8]2[O:9][C:10]3[CH:26]=[CH:25][C:24]([NH:27]C(=O)C)=[CH:23][C:11]=3[C:12](=[O:22])[C:13]=2[O:14][CH2:15][C:16]2[CH:21]=[CH:20][CH:19]=[CH:18][CH:17]=2)=[CH:4][CH:3]=1.[ClH:31]. (5) Given the product [Br:11][C:12]1[CH:13]=[C:14]([CH:15]=[CH:16][CH:17]=1)[O:18][C:4]1[S:8][C:7]([C:9]#[N:10])=[CH:6][CH:5]=1, predict the reactants needed to synthesize it. The reactants are: [N+]([C:4]1[S:8][C:7]([C:9]#[N:10])=[CH:6][CH:5]=1)([O-])=O.[Br:11][C:12]1[CH:13]=[C:14]([OH:18])[CH:15]=[CH:16][CH:17]=1.C(=O)([O-])[O-].[K+].[K+].C(OCC)(=O)C. (6) Given the product [CH3:10][C:6]1[C:5]2[N:4]([CH:3]=[CH:2][N:1]=2)[CH:9]=[CH:8][CH:7]=1, predict the reactants needed to synthesize it. The reactants are: [N:1]1[CH:2]=[CH:3][N:4]2[CH:9]=[CH:8][CH:7]=[C:6]([CH:10]=O)[C:5]=12.[K+].[Br-]. (7) Given the product [CH2:26]([O:25][C:23]([C@@H:2]1[CH2:7][CH2:6][N:5]([C:8]([O:10][C:11]([CH3:14])([CH3:13])[CH3:12])=[O:9])[CH2:4][C@@H:3]1[OH:15])=[O:24])[C:27]1[CH:32]=[CH:31][CH:30]=[CH:29][CH:28]=1, predict the reactants needed to synthesize it. The reactants are: N[C@@H:2]1[CH2:7][CH2:6][N:5]([C:8]([O:10][C:11]([CH3:14])([CH3:13])[CH3:12])=[O:9])[CH2:4][C@H:3]1[OH:15].CCN(CC)CC.[C:23](ON1C(=O)CCC1=O)([O:25][CH2:26][C:27]1[CH:32]=[CH:31][CH:30]=[CH:29][CH:28]=1)=[O:24]. (8) Given the product [O:62]1[CH2:67][CH2:66][CH2:65][CH2:64][CH:63]1[O:30][NH:29][C:27]([C:21]1([S:18]([C:15]2[CH:14]=[CH:13][C:12]([C:9]3[CH:8]=[CH:7][C:6]([CH2:5][CH2:4][CH2:3][C:2]([F:31])([F:32])[F:1])=[CH:11][CH:10]=3)=[CH:17][CH:16]=2)(=[O:19])=[O:20])[CH2:49][CH2:48][N:45]([CH2:46][CH2:47][O:73][CH3:72])[CH2:23][CH2:22]1)=[O:28], predict the reactants needed to synthesize it. The reactants are: [F:1][C:2]([F:32])([F:31])[CH2:3][CH2:4][CH2:5][C:6]1[CH:11]=[CH:10][C:9]([C:12]2[CH:17]=[CH:16][C:15]([S:18]([C:21]3([C:27]([NH:29][OH:30])=[O:28])CCO[CH2:23][CH2:22]3)(=[O:20])=[O:19])=[CH:14][CH:13]=2)=[CH:8][CH:7]=1.ON1C2C=CC=CC=2N=N1.C([N:45]([CH2:48][CH3:49])[CH2:46][CH3:47])C.Cl.CN(C)CCCN=C=NCC.[O:62]1[CH2:67][CH2:66][CH2:65][CH2:64][CH:63]1ON.CN(C)[CH:72]=[O:73]. (9) Given the product [Cl:1][C:2]1([C:61](=[O:62])[NH:43][C:42]2[CH:44]=[CH:45][CH:46]=[C:40]([C:38](=[O:39])[NH:37][CH3:36])[CH:41]=2)[CH:7]=[CH:6][C:5]([N:8]([C:12]2[CH:17]=[CH:16][CH:15]=[CH:14][C:13]=2[C:18]([F:19])([F:21])[F:20])[C:9](=[O:11])[NH2:10])=[CH:4][CH2:3]1, predict the reactants needed to synthesize it. The reactants are: [Cl:1][C:2]1(C2C=CC=C(C(=O)NC)C=2)[CH:7]=[CH:6][C:5]([N:8]([C:12]2[CH:17]=[CH:16][CH:15]=[CH:14][C:13]=2[C:18]([F:21])([F:20])[F:19])[C:9](=[O:11])[NH2:10])=[C:4](NC(O)=O)[CH2:3]1.[CH3:36][NH:37][C:38]([C:40]1[CH:41]=[C:42]([CH:44]=[CH:45][CH:46]=1)[NH2:43])=[O:39].C1C=CC2N(O)N=NC=2C=1.O.CN1CC[O:62][CH2:61]C1.CCN=C=NCCCN(C)C.Cl.